This data is from Reaction yield outcomes from USPTO patents with 853,638 reactions. The task is: Predict the reaction yield, written as a fraction of the theoretical maximum amount of product (1.0 means a 100% yield; for example, 0.34 means a 34% yield). (1) The reactants are [Cl:1][C:2]1[CH:7]=[C:6]([Cl:8])[CH:5]=[CH:4][C:3]=1[C:9]1[N:10]=[C:11](/[C:16](/[F:31])=[CH:17]/[C:18]2[CH:23]=[CH:22][C:21]([C:24]3[CH:29]=[CH:28][C:27]([OH:30])=[CH:26][CH:25]=3)=[CH:20][CH:19]=2)[N:12]([CH2:14][CH3:15])[CH:13]=1.Br[CH2:33][CH2:34][CH2:35][C:36]([O:38]C)=[O:37]. No catalyst specified. The product is [Cl:1][C:2]1[CH:7]=[C:6]([Cl:8])[CH:5]=[CH:4][C:3]=1[C:9]1[N:10]=[C:11](/[C:16](/[F:31])=[CH:17]/[C:18]2[CH:23]=[CH:22][C:21]([C:24]3[CH:25]=[CH:26][C:27]([O:30][CH2:33][CH2:34][CH2:35][C:36]([OH:38])=[O:37])=[CH:28][CH:29]=3)=[CH:20][CH:19]=2)[N:12]([CH2:14][CH3:15])[CH:13]=1. The yield is 0.250. (2) The reactants are [CH2:1]([O:8][C@@H:9]1[C@@H:14]([O:15][CH2:16][C:17]2[CH:22]=[CH:21][CH:20]=[CH:19][CH:18]=2)[C@H:13]([O:23][CH2:24][C:25]2[CH:30]=[CH:29][CH:28]=[CH:27][CH:26]=2)[C@@H:12]([CH2:31][O:32][CH2:33][C:34]2[CH:39]=[CH:38][CH:37]=[CH:36][CH:35]=2)[CH2:11][C@@:10]1([C:41]1[CH:46]=[CH:45][C:44]([O:47][CH3:48])=[C:43]([CH2:49][C:50]2[CH:55]=[CH:54][C:53]([CH2:56][CH3:57])=[CH:52][CH:51]=2)[CH:42]=1)O)[C:2]1[CH:7]=[CH:6][CH:5]=[CH:4][CH:3]=1.C([SiH](CC)CC)C.C(=O)([O-])O.[Na+]. The catalyst is C(Cl)Cl. The product is [CH2:56]([C:53]1[CH:52]=[CH:51][C:50]([CH2:49][C:43]2[CH:42]=[C:41]([C@@H:10]3[CH2:11][C@H:12]([CH2:31][O:32][CH2:33][C:34]4[CH:39]=[CH:38][CH:37]=[CH:36][CH:35]=4)[C@@H:13]([O:23][CH2:24][C:25]4[CH:26]=[CH:27][CH:28]=[CH:29][CH:30]=4)[C@H:14]([O:15][CH2:16][C:17]4[CH:18]=[CH:19][CH:20]=[CH:21][CH:22]=4)[C@H:9]3[O:8][CH2:1][C:2]3[CH:3]=[CH:4][CH:5]=[CH:6][CH:7]=3)[CH:46]=[CH:45][C:44]=2[O:47][CH3:48])=[CH:55][CH:54]=1)[CH3:57]. The yield is 0.0800. (3) The reactants are [F:1][C:2]1[C:3]([CH3:26])=[C:4]([C@:9]2([C:22]([O:24][CH3:25])=[O:23])[CH2:13][CH2:12][C:11](OS(C(F)(F)F)(=O)=O)=[CH:10]2)[CH:5]=[CH:6][C:7]=1[F:8].[CH3:27][N:28]1[C:36]2[C:31](=[CH:32][CH:33]=[C:34](B(O)O)[CH:35]=2)[CH:30]=[N:29]1. No catalyst specified. The product is [F:1][C:2]1[C:3]([CH3:26])=[C:4]([C@:9]2([C:22]([O:24][CH3:25])=[O:23])[CH2:13][CH2:12][C:11]([C:34]3[CH:35]=[C:36]4[C:31]([CH:30]=[N:29][N:28]4[CH3:27])=[CH:32][CH:33]=3)=[CH:10]2)[CH:5]=[CH:6][C:7]=1[F:8]. The yield is 0.970. (4) The reactants are FC(F)(F)C1C=C(NC(=O)NC2C=CC(C3SC(CCC(O)=O)=NC=3)=CC=2)C=CC=1.[F:31][C:32]1[CH:33]=[C:34]([NH:38][C:39](=[O:62])[NH:40][C:41]2[CH:46]=[CH:45][C:44]([C:47]3[S:51][C:50]([CH:52]4[CH2:57][CH2:56][CH:55]([C:58]([O:60]C)=[O:59])[CH2:54][CH2:53]4)=[N:49][CH:48]=3)=[CH:43][CH:42]=2)[CH:35]=[CH:36][CH:37]=1. No catalyst specified. The product is [F:31][C:32]1[CH:33]=[C:34]([NH:38][C:39](=[O:62])[NH:40][C:41]2[CH:42]=[CH:43][C:44]([C:47]3[S:51][C:50]([CH:52]4[CH2:53][CH2:54][CH:55]([C:58]([OH:60])=[O:59])[CH2:56][CH2:57]4)=[N:49][CH:48]=3)=[CH:45][CH:46]=2)[CH:35]=[CH:36][CH:37]=1. The yield is 0.870. (5) The reactants are [Br:1][C:2]1[CH:3]=[C:4]2[C:10]([CH3:11])=[N:9][NH:8][C:5]2=[N:6][CH:7]=1.[H-].[Na+].Cl[CH2:15][C:16]1[CH:21]=[CH:20][C:19]([O:22][CH3:23])=[CH:18][CH:17]=1. The catalyst is CN(C=O)C. The product is [Br:1][C:2]1[CH:3]=[C:4]2[C:10]([CH3:11])=[N:9][N:8]([CH2:15][C:16]3[CH:21]=[CH:20][C:19]([O:22][CH3:23])=[CH:18][CH:17]=3)[C:5]2=[N:6][CH:7]=1. The yield is 0.640. (6) The reactants are [F:1][C:2]1[CH:3]=[C:4]2[C:8](=[CH:9][CH:10]=1)[N:7]([CH2:11][C:12]1[O:13][C:14]([C:17]([F:20])([F:19])[F:18])=[CH:15][CH:16]=1)[C:6](=[O:21])[C:5]2([C:24]1[C:32](O)=[CH:31][C:27]2[O:28][CH2:29][O:30][C:26]=2[CH:25]=1)[CH2:22][OH:23].C(P(CCCC)CCCC)CCC.N(C(OC(C)(C)C)=O)=NC(OC(C)(C)C)=O. The catalyst is O1CCCC1. The product is [F:1][C:2]1[CH:3]=[C:4]2[C:8](=[CH:9][CH:10]=1)[N:7]([CH2:11][C:12]1[O:13][C:14]([C:17]([F:19])([F:20])[F:18])=[CH:15][CH:16]=1)[C:6](=[O:21])[C:5]12[C:24]2=[CH:25][C:26]3[O:30][CH2:29][O:28][C:27]=3[CH:31]=[C:32]2[O:23][CH2:22]1. The yield is 0.340. (7) The reactants are Br[C:2]1[S:3][CH:4]=[C:5]([C:7]([O:9][CH3:10])=[O:8])[N:6]=1.C[CH2:12][N:13](C(C)C)[CH:14](C)C.[CH2:20]1[CH2:24][O:23][CH2:22][CH2:21]1. No catalyst specified. The product is [CH:24]12[O:23][CH:22]([CH2:21][CH2:20]1)[CH2:14][N:13]([C:2]1[S:3][CH:4]=[C:5]([C:7]([O:9][CH3:10])=[O:8])[N:6]=1)[CH2:12]2. The yield is 0.620. (8) The reactants are [CH3:1][C:2]1[CH:18]=[CH:17][C:5]([CH2:6][CH2:7][C:8]2[S:9][CH:10]=[CH:11][C:12]=2[S:13](Cl)(=[O:15])=[O:14])=[CH:4][CH:3]=1.[NH2:19][C:20]1[O:24][N:23]=[C:22]([CH3:25])[C:21]=1[Br:26]. No catalyst specified. The product is [Br:26][C:21]1[C:22]([CH3:25])=[N:23][O:24][C:20]=1[NH:19][S:13]([C:12]1[CH:11]=[CH:10][S:9][C:8]=1[CH2:7][CH2:6][C:5]1[CH:17]=[CH:18][C:2]([CH3:1])=[CH:3][CH:4]=1)(=[O:15])=[O:14]. The yield is 0.520. (9) The product is [ClH:33].[ClH:33].[CH2:37]([O:36][C:34](=[O:35])[N:24]([C:25]1[CH:26]=[N:27][CH:28]=[CH:29][CH:30]=1)[C:20]1[CH:21]=[CH:22][CH:23]=[C:18]([C:9]2[C:10]3[C:5](=[CH:4][C:3]([O:2][CH3:1])=[C:12]4[O:13][C:14]([CH3:17])([CH3:16])[CH2:15][C:11]4=3)[CH2:6][C:7]([CH3:32])([CH3:31])[N:8]=2)[CH:19]=1)[CH3:38]. The reactants are [CH3:1][O:2][C:3]1[CH:4]=[C:5]2[C:10](=[C:11]3[CH2:15][C:14]([CH3:17])([CH3:16])[O:13][C:12]=13)[C:9]([C:18]1[CH:19]=[C:20]([NH:24][C:25]3[CH:26]=[N:27][CH:28]=[CH:29][CH:30]=3)[CH:21]=[CH:22][CH:23]=1)=[N:8][C:7]([CH3:32])([CH3:31])[CH2:6]2.[Cl:33][C:34]([O:36][CH2:37][CH3:38])=[O:35]. No catalyst specified. The yield is 0.290.